From a dataset of Catalyst prediction with 721,799 reactions and 888 catalyst types from USPTO. Predict which catalyst facilitates the given reaction. Reactant: Br[C:2]1[C:3]([NH:14][C@H:15]([C:20]([O:22][CH2:23][C:24]2[CH:29]=[CH:28][C:27]([O:30][CH3:31])=[CH:26][CH:25]=2)=[O:21])[CH2:16][CH:17]([CH3:19])[CH3:18])=[N:4][N:5]([C:7]([O:9][C:10]([CH3:13])([CH3:12])[CH3:11])=[O:8])[CH:6]=1.[C:32]([O:36][C:37]([N:39]1[CH2:44][CH2:43][N:42]([C:45]2[CH:50]=[CH:49][C:48](B(O)O)=[CH:47][CH:46]=2)[CH2:41][CH2:40]1)=[O:38])([CH3:35])([CH3:34])[CH3:33].C(=O)([O-])[O-].[Na+].[Na+].O. Product: [C:10]([O:9][C:7]([N:5]1[CH:6]=[C:2]([C:48]2[CH:47]=[CH:46][C:45]([N:42]3[CH2:41][CH2:40][N:39]([C:37]([O:36][C:32]([CH3:35])([CH3:34])[CH3:33])=[O:38])[CH2:44][CH2:43]3)=[CH:50][CH:49]=2)[C:3]([NH:14][C@H:15]([C:20]([O:22][CH2:23][C:24]2[CH:29]=[CH:28][C:27]([O:30][CH3:31])=[CH:26][CH:25]=2)=[O:21])[CH2:16][CH:17]([CH3:19])[CH3:18])=[N:4]1)=[O:8])([CH3:13])([CH3:12])[CH3:11]. The catalyst class is: 151.